From a dataset of Catalyst prediction with 721,799 reactions and 888 catalyst types from USPTO. Predict which catalyst facilitates the given reaction. (1) Reactant: [F:1][C:2]1([F:13])[O:6][C:5]2[CH:7]=[CH:8][C:9]([CH:11]=[O:12])=[CH:10][C:4]=2[O:3]1.[CH2:14]([Mg]Br)[CH3:15].O1CCCC1.[Cl-].[NH4+]. Product: [F:13][C:2]1([F:1])[O:6][C:5]2[CH:7]=[CH:8][C:9]([CH:11]([OH:12])[CH2:14][CH3:15])=[CH:10][C:4]=2[O:3]1. The catalyst class is: 7. (2) Reactant: C([N:8]1[CH2:15][CH:14]2[CH2:16][CH:10]([CH2:11][N:12]([C:17]3[N:18]=[N:19][N:20]([CH2:22][CH3:23])[N:21]=3)[CH2:13]2)[CH2:9]1)C1C=CC=CC=1. Product: [CH2:22]([N:20]1[N:19]=[N:18][C:17]([N:12]2[CH2:11][CH:10]3[CH2:16][CH:14]([CH2:15][NH:8][CH2:9]3)[CH2:13]2)=[N:21]1)[CH3:23]. The catalyst class is: 29. (3) Reactant: [Cl:1][C:2]1[CH:3]=[C:4]([C:8]2[O:12][N:11]=[C:10]([C@H:13]([OH:15])[CH3:14])[CH:9]=2)[CH:5]=[CH:6][CH:7]=1.[CH3:16][N:17]1[C:21](S(C)(=O)=O)=[N:20][N:19]=[C:18]1[C:26]1[CH:27]=[N:28][CH:29]=[CH:30][CH:31]=1.C(=O)([O-])[O-].[Cs+].[Cs+].O. Product: [Cl:1][C:2]1[CH:3]=[C:4]([C:8]2[O:12][N:11]=[C:10]([C@H:13]([O:15][C:21]3[N:17]([CH3:16])[C:18]([C:26]4[CH:27]=[N:28][CH:29]=[CH:30][CH:31]=4)=[N:19][N:20]=3)[CH3:14])[CH:9]=2)[CH:5]=[CH:6][CH:7]=1. The catalyst class is: 3. (4) Reactant: [Cl:1][C:2]1[CH:7]=[CH:6][C:5]([NH:8][C:9](=[O:15])[O:10][C:11]([CH3:14])([CH3:13])[CH3:12])=[C:4]([C:16]2[CH:24]=[C:23]3[N:19]([CH:20]([C:25](=O)[CH2:26]P(OC)(OC)=O)[CH2:21][CH2:22]3)[C:18](=[O:34])[CH:17]=2)[CH:3]=1.C(=O)([O-])[O-].[K+].[K+].C([O:43][C:44](=O)[C:45]([C:47]1[CH:52]=[CH:51][C:50]([N+:53]([O-:55])=[O:54])=[CH:49][CH:48]=1)=O)C.O.[NH2:58][NH2:59].Cl. Product: [Cl:1][C:2]1[CH:7]=[CH:6][C:5]([NH:8][C:9](=[O:15])[O:10][C:11]([CH3:13])([CH3:14])[CH3:12])=[C:4]([C:16]2[CH:24]=[C:23]3[N:19]([CH:20]([C:25]4[CH:26]=[C:45]([C:47]5[CH:52]=[CH:51][C:50]([N+:53]([O-:55])=[O:54])=[CH:49][CH:48]=5)[C:44](=[O:43])[NH:59][N:58]=4)[CH2:21][CH2:22]3)[C:18](=[O:34])[CH:17]=2)[CH:3]=1. The catalyst class is: 8. (5) Reactant: FC(F)(F)C(O)=O.C(OC(=O)[NH:14][C@H:15]([CH2:37][C:38]1[CH:43]=[CH:42][CH:41]=[C:40]([Cl:44])[CH:39]=1)[C:16]([N:18]1[CH2:23][CH2:22][N:21]([C:24](=[O:36])[C:25]2[CH:30]=[C:29]([F:31])[CH:28]=[CH:27][C:26]=2[C:32]([F:35])([F:34])[F:33])[CH2:20][CH2:19]1)=[O:17])(C)(C)C. Product: [NH2:14][C@H:15]([CH2:37][C:38]1[CH:43]=[CH:42][CH:41]=[C:40]([Cl:44])[CH:39]=1)[C:16]([N:18]1[CH2:23][CH2:22][N:21]([C:24](=[O:36])[C:25]2[CH:30]=[C:29]([F:31])[CH:28]=[CH:27][C:26]=2[C:32]([F:33])([F:34])[F:35])[CH2:20][CH2:19]1)=[O:17]. The catalyst class is: 2.